From a dataset of Forward reaction prediction with 1.9M reactions from USPTO patents (1976-2016). Predict the product of the given reaction. Given the reactants [CH:1]1([C:4]2[CH:5]=[C:6]([C:13]([O:15][CH2:16][CH3:17])=[O:14])[C:7]3[CH:12]=[N:11][NH:10][C:8]=3[N:9]=2)[CH2:3][CH2:2]1.CC(C)([O-])C.[K+].Br[CH2:25][CH2:26][NH:27][C:28](=[O:34])[O:29][C:30]([CH3:33])([CH3:32])[CH3:31], predict the reaction product. The product is: [CH:1]1([C:4]2[CH:5]=[C:6]([C:13]([O:15][CH2:16][CH3:17])=[O:14])[C:7]3[CH:12]=[N:11][N:10]([CH2:25][CH2:26][NH:27][C:28]([O:29][C:30]([CH3:33])([CH3:32])[CH3:31])=[O:34])[C:8]=3[N:9]=2)[CH2:2][CH2:3]1.